Task: Predict the product of the given reaction.. Dataset: Forward reaction prediction with 1.9M reactions from USPTO patents (1976-2016) (1) Given the reactants [NH2:1][NH:2][C:3]([C:5]1[CH:10]=[CH:9][CH:8]=[CH:7][N:6]=1)=[NH:4].[Br:11][C:12]1[CH:19]=[CH:18][CH:17]=[CH:16][C:13]=1[CH:14]=O, predict the reaction product. The product is: [Br:11][C:12]1[CH:19]=[CH:18][CH:17]=[CH:16][C:13]=1[C:14]1[NH:1][N:2]=[C:3]([C:5]2[CH:10]=[CH:9][CH:8]=[CH:7][N:6]=2)[N:4]=1. (2) Given the reactants [N:1]([CH2:4][CH2:5][C:6]1[CH:7]=[C:8]([Cl:22])[C:9]([Cl:21])=[C:10]([CH2:12][O:13][Si:14]([C:17]([CH3:20])([CH3:19])[CH3:18])([CH3:16])[CH3:15])[CH:11]=1)=[N+]=[N-].C1(P(C2C=CC=CC=2)C2C=CC=CC=2)C=CC=CC=1.O, predict the reaction product. The product is: [Cl:22][C:8]1[CH:7]=[C:6]([CH2:5][CH2:4][NH2:1])[CH:11]=[C:10]([CH2:12][O:13][Si:14]([C:17]([CH3:18])([CH3:19])[CH3:20])([CH3:15])[CH3:16])[C:9]=1[Cl:21]. (3) Given the reactants C(O[C:6]([N:8]1[CH2:12][C:11](=[N:13][O:14][CH3:15])[CH2:10][C@H:9]1[C:16]([OH:18])=O)=[O:7])(C)(C)C.[C:19]1([C:28]2[CH:33]=[CH:32][CH:31]=[CH:30][CH:29]=2)[CH:24]=[CH:23][C:22](C(Cl)=O)=[CH:21][CH:20]=1.[O:34]1[CH:38]=[CH:37][CH:36]=[C:35]1[CH2:39][NH2:40], predict the reaction product. The product is: [C:28]1([C:19]2[CH:20]=[CH:21][CH:22]=[CH:23][CH:24]=2)[CH:29]=[CH:30][C:31]([C:6]([N:8]2[CH2:12][C:11](=[N:13][O:14][CH3:15])[CH2:10][C@H:9]2[C:16]([NH:40][CH2:39][C:35]2[O:34][CH:38]=[CH:37][CH:36]=2)=[O:18])=[O:7])=[CH:32][CH:33]=1.